From a dataset of TCR-epitope binding with 47,182 pairs between 192 epitopes and 23,139 TCRs. Binary Classification. Given a T-cell receptor sequence (or CDR3 region) and an epitope sequence, predict whether binding occurs between them. (1) The epitope is IQYIDIGNY. The TCR CDR3 sequence is CASSQDVLTVNQFF. Result: 0 (the TCR does not bind to the epitope). (2) The TCR CDR3 sequence is CASSAGTGSYEQYF. The epitope is NLNESLIDL. Result: 1 (the TCR binds to the epitope). (3) The epitope is IVDTVSALV. The TCR CDR3 sequence is CASSLVEQGIEQYF. Result: 0 (the TCR does not bind to the epitope). (4) The epitope is NLVPMVATV. The TCR CDR3 sequence is CASIPPGGTEAFF. Result: 1 (the TCR binds to the epitope). (5) The epitope is AYAQKIFKI. The TCR CDR3 sequence is CASSLGGLNTIYF. Result: 0 (the TCR does not bind to the epitope). (6) The epitope is TLVPQEHYV. The TCR CDR3 sequence is CASGRTDETGELFF. Result: 1 (the TCR binds to the epitope).